From a dataset of Peptide-MHC class I binding affinity with 185,985 pairs from IEDB/IMGT. Regression. Given a peptide amino acid sequence and an MHC pseudo amino acid sequence, predict their binding affinity value. This is MHC class I binding data. (1) The peptide sequence is REIVVPCRNQ. The MHC is HLA-B40:01 with pseudo-sequence HLA-B40:01. The binding affinity (normalized) is 0.498. (2) The peptide sequence is FEEAALCTFL. The MHC is HLA-B44:02 with pseudo-sequence HLA-B44:02. The binding affinity (normalized) is 0.578.